From a dataset of Peptide-MHC class I binding affinity with 185,985 pairs from IEDB/IMGT. Regression. Given a peptide amino acid sequence and an MHC pseudo amino acid sequence, predict their binding affinity value. This is MHC class I binding data. (1) The peptide sequence is KLTSYSAGL. The MHC is HLA-A02:11 with pseudo-sequence HLA-A02:11. The binding affinity (normalized) is 0.936. (2) The peptide sequence is AQIDNYNKF. The MHC is HLA-A02:03 with pseudo-sequence HLA-A02:03. The binding affinity (normalized) is 0.315. (3) The peptide sequence is TLALEVARQK. The MHC is HLA-B35:03 with pseudo-sequence HLA-B35:03. The binding affinity (normalized) is 0. (4) The peptide sequence is PVGGNEKKAK. The MHC is HLA-A33:01 with pseudo-sequence HLA-A33:01. The binding affinity (normalized) is 0. (5) The peptide sequence is SIVCIVAAV. The MHC is HLA-A02:06 with pseudo-sequence HLA-A02:06. The binding affinity (normalized) is 0.883. (6) The peptide sequence is FPFLYKFLL. The MHC is HLA-A31:01 with pseudo-sequence HLA-A31:01. The binding affinity (normalized) is 0.168. (7) The peptide sequence is TYASALWEI. The MHC is HLA-A30:02 with pseudo-sequence HLA-A30:02. The binding affinity (normalized) is 0. (8) The peptide sequence is FYHISTGGY. The MHC is HLA-A30:01 with pseudo-sequence HLA-A30:01. The binding affinity (normalized) is 0.0847. (9) The peptide sequence is ALFSGVSWV. The MHC is HLA-A02:01 with pseudo-sequence HLA-A02:01. The binding affinity (normalized) is 0.761. (10) The peptide sequence is YKSRCYVGL. The MHC is HLA-A02:12 with pseudo-sequence HLA-A02:12. The binding affinity (normalized) is 0.0847.